This data is from Forward reaction prediction with 1.9M reactions from USPTO patents (1976-2016). The task is: Predict the product of the given reaction. (1) Given the reactants [O:1]1[C:5]2[CH:6]=[CH:7][C:8]([C:10]3[C:14](=[O:15])[C:13]4([CH2:20][CH2:19][N:18](C(OC(C)(C)C)=O)[CH2:17][CH2:16]4)[O:12][C:11]=3[C:28]3[CH:33]=[CH:32][N:31]=[CH:30][CH:29]=3)=[CH:9][C:4]=2[O:3][CH2:2]1.[F:34][C:35]([F:40])([F:39])[C:36]([OH:38])=[O:37], predict the reaction product. The product is: [O:1]1[C:5]2[CH:6]=[CH:7][C:8]([C:10]3[C:14](=[O:15])[C:13]4([CH2:20][CH2:19][NH:18][CH2:17][CH2:16]4)[O:12][C:11]=3[C:28]3[CH:33]=[CH:32][N:31]=[CH:30][CH:29]=3)=[CH:9][C:4]=2[O:3][CH2:2]1.[C:36]([OH:38])([C:35]([F:40])([F:39])[F:34])=[O:37]. (2) Given the reactants [BH4-].[Na+].[Br-].[CH2:4]([N+:11]1[CH:16]=[CH:15][C:14]([CH:17]([CH3:19])[CH3:18])=[CH:13][CH:12]=1)[C:5]1[CH:10]=[CH:9][CH:8]=[CH:7][CH:6]=1.O, predict the reaction product. The product is: [CH2:4]([N:11]1[CH2:12][CH:13]=[C:14]([CH:17]([CH3:19])[CH3:18])[CH2:15][CH2:16]1)[C:5]1[CH:10]=[CH:9][CH:8]=[CH:7][CH:6]=1. (3) The product is: [CH3:34][C:35]1([CH3:46])[CH2:40][O:39][C:38]2[CH:41]=[CH:42][C:43]([NH:45][C:15]([C:12]3[CH:11]=[CH:10][C:9]4[CH:8]=[C:7]5[C:2](=[O:1])[NH:3][CH2:4][C:5]6([CH2:18][CH2:19][CH2:20]6)[N:6]5[C:14]=4[CH:13]=3)=[O:16])=[CH:44][C:37]=2[NH:36]1. Given the reactants [O:1]=[C:2]1[C:7]2=[CH:8][C:9]3[CH:10]=[CH:11][C:12]([C:15](O)=[O:16])=[CH:13][C:14]=3[N:6]2[C:5]2([CH2:20][CH2:19][CH2:18]2)[CH2:4][NH:3]1.CCN=C=NCCCN(C)C.Cl.Cl.[CH3:34][C:35]1([CH3:46])[CH2:40][O:39][C:38]2[CH:41]=[CH:42][C:43]([NH2:45])=[CH:44][C:37]=2[NH:36]1, predict the reaction product. (4) Given the reactants [CH3:1][C:2]([CH3:17])([CH2:9][O:10][CH:11]1[CH2:16][CH2:15][CH2:14][CH2:13][O:12]1)[CH2:3][CH2:4][CH2:5]CC#N.[OH-:18].[Na+].[CH2:20]([OH:22])[CH3:21], predict the reaction product. The product is: [CH3:1][C:2]([CH3:17])([CH2:9][O:10][CH:11]1[CH2:16][CH2:15][CH2:14][CH2:13][O:12]1)[CH2:3][CH2:4][CH2:5][CH2:21][C:20]([OH:18])=[O:22]. (5) Given the reactants C1(C2C=CC=CC=2)C=CC=CC=1.CC(C)([O-])C.[Na+].Br[C:20]1[CH:63]=[CH:62][C:23]([CH2:24][O:25][CH:26]2[CH:31]([C:32]3[CH:37]=[CH:36][C:35]([O:38][CH2:39][CH2:40][CH2:41][O:42][CH2:43][C:44]4[CH:49]=[CH:48][CH:47]=[CH:46][C:45]=4[O:50][CH3:51])=[CH:34][CH:33]=3)[CH2:30][CH2:29][N:28]([C:52]([O:54][CH2:55][C:56]3[CH:61]=[CH:60][CH:59]=[CH:58][CH:57]=3)=[O:53])[CH2:27]2)=[CH:22][C:21]=1[O:64][CH2:65][CH2:66][CH2:67][O:68][CH3:69].[NH:70]1[CH2:74][CH2:73][CH2:72][CH2:71]1, predict the reaction product. The product is: [CH3:51][O:50][C:45]1[CH:46]=[CH:47][CH:48]=[CH:49][C:44]=1[CH2:43][O:42][CH2:41][CH2:40][CH2:39][O:38][C:35]1[CH:36]=[CH:37][C:32]([CH:31]2[CH2:30][CH2:29][N:28]([C:52]([O:54][CH2:55][C:56]3[CH:61]=[CH:60][CH:59]=[CH:58][CH:57]=3)=[O:53])[CH2:27][CH:26]2[O:25][CH2:24][C:23]2[CH:62]=[CH:63][C:20]([N:70]3[CH2:74][CH2:73][CH2:72][CH2:71]3)=[C:21]([O:64][CH2:65][CH2:66][CH2:67][O:68][CH3:69])[CH:22]=2)=[CH:33][CH:34]=1. (6) Given the reactants [F:1][C:2]1[CH:3]=[C:4]([C@:15]([NH:30][C:31](=O)[O:32]C(C)=C)([C:23]2[CH:28]=[CH:27][C:26]([F:29])=[CH:25][CH:24]=2)[CH2:16][C:17]2[CH:22]=[CH:21][CH:20]=[CH:19][CH:18]=2)[CH:5]=[C:6]([O:8][C:9]([F:14])([F:13])[CH:10]([F:12])[F:11])[CH:7]=1.[NH2:37][C:38]1[S:39][CH:40]=[CH:41][N:42]=1.CN1CCCC1, predict the reaction product. The product is: [F:1][C:2]1[CH:3]=[C:4]([C@:15]([NH:30][C:31]([NH:37][C:38]2[S:39][CH:40]=[CH:41][N:42]=2)=[O:32])([C:23]2[CH:24]=[CH:25][C:26]([F:29])=[CH:27][CH:28]=2)[CH2:16][C:17]2[CH:18]=[CH:19][CH:20]=[CH:21][CH:22]=2)[CH:5]=[C:6]([O:8][C:9]([F:13])([F:14])[CH:10]([F:12])[F:11])[CH:7]=1.